This data is from Full USPTO retrosynthesis dataset with 1.9M reactions from patents (1976-2016). The task is: Predict the reactants needed to synthesize the given product. Given the product [CH3:1][O:2][C:3]([C:5]1[S:6][C:7]([C:11]#[C:12][C:13]([CH3:16])([CH3:15])[CH3:14])=[CH:8][C:9]=1[NH:17][C@@H:18]([C:19](=[O:20])[N:21]([CH3:23])[CH3:22])[CH3:24])=[O:4], predict the reactants needed to synthesize it. The reactants are: [CH3:1][O:2][C:3]([C:5]1[S:6][C:7]([C:11]#[C:12][C:13]([CH3:16])([CH3:15])[CH3:14])=[CH:8][C:9]=1Br)=[O:4].[NH2:17][C@H:18]([CH3:24])[C:19]([N:21]([CH3:23])[CH3:22])=[O:20].C(=O)([O-])[O-].[Cs+].[Cs+].C1C=CC(P(C2C(C3C(P(C4C=CC=CC=4)C4C=CC=CC=4)=CC=C4C=3C=CC=C4)=C3C(C=CC=C3)=CC=2)C2C=CC=CC=2)=CC=1.